Dataset: Forward reaction prediction with 1.9M reactions from USPTO patents (1976-2016). Task: Predict the product of the given reaction. (1) The product is: [Cl:11][C:8]1[CH:9]=[C:10]2[C:5](=[CH:6][CH:7]=1)[NH:4][C:3](=[O:12])[C:2]2([NH:28][C:29]([CH3:36])([CH3:35])[C:30]([N:32]([CH3:34])[CH3:33])=[O:31])[C:13]1[CH:18]=[CH:17][CH:16]=[CH:15][C:14]=1[O:19][CH3:20]. Given the reactants Cl[C:2]1([C:13]2[CH:18]=[CH:17][CH:16]=[CH:15][C:14]=2[O:19][CH3:20])[C:10]2[C:5](=[CH:6][CH:7]=[C:8]([Cl:11])[CH:9]=2)[NH:4][C:3]1=[O:12].FC(F)(F)C(O)=O.[NH2:28][C:29]([CH3:36])([CH3:35])[C:30]([N:32]([CH3:34])[CH3:33])=[O:31], predict the reaction product. (2) The product is: [C:20]([CH:19]([C:14]1[CH:15]=[CH:16][C:17]([Cl:18])=[C:12]([Cl:11])[CH:13]=1)[C:1]([O:5][CH2:6][CH3:7])=[O:8])#[N:21]. Given the reactants [C:1](=[O:8])([O:5][CH2:6][CH3:7])OCC.[H-].[Na+].[Cl:11][C:12]1[CH:13]=[C:14]([CH2:19][C:20]#[N:21])[CH:15]=[CH:16][C:17]=1[Cl:18].Cl, predict the reaction product. (3) Given the reactants Cl[C:2]1[CH:7]=[CH:6][C:5]([O:8][CH3:9])=[CH:4][N:3]=1.O.[NH2:11][NH2:12], predict the reaction product. The product is: [NH:11]([C:2]1[CH:7]=[CH:6][C:5]([O:8][CH3:9])=[CH:4][N:3]=1)[NH2:12]. (4) Given the reactants C([N:8]1[CH2:24][CH2:23][C:11]2([N:15]([C:16]3[CH:21]=[CH:20][CH:19]=[CH:18][CH:17]=3)[CH2:14][CH2:13][CH:12]2[OH:22])[CH2:10][CH2:9]1)C1C=CC=CC=1, predict the reaction product. The product is: [C:16]1([N:15]2[C:11]3([CH2:23][CH2:24][NH:8][CH2:9][CH2:10]3)[CH:12]([OH:22])[CH2:13][CH2:14]2)[CH:21]=[CH:20][CH:19]=[CH:18][CH:17]=1.